This data is from Peptide-MHC class II binding affinity with 134,281 pairs from IEDB. The task is: Regression. Given a peptide amino acid sequence and an MHC pseudo amino acid sequence, predict their binding affinity value. This is MHC class II binding data. (1) The peptide sequence is MYFNLIDTKCYKL. The MHC is DRB4_0101 with pseudo-sequence DRB4_0103. The binding affinity (normalized) is 0. (2) The peptide sequence is INLIIHYVHRAGALG. The MHC is DRB1_1101 with pseudo-sequence DRB1_1101. The binding affinity (normalized) is 0.232. (3) The peptide sequence is PEHRQLANAIFKLTYQN. The MHC is DRB1_0701 with pseudo-sequence DRB1_0701. The binding affinity (normalized) is 0.547. (4) The peptide sequence is AMEVASQARQMVQAM. The MHC is DRB1_0901 with pseudo-sequence DRB1_0901. The binding affinity (normalized) is 0.328. (5) The MHC is DRB1_0401 with pseudo-sequence DRB1_0401. The binding affinity (normalized) is 0.0822. The peptide sequence is LTKLAAAWGGSGSEA.